This data is from Experimentally validated miRNA-target interactions with 360,000+ pairs, plus equal number of negative samples. The task is: Binary Classification. Given a miRNA mature sequence and a target amino acid sequence, predict their likelihood of interaction. (1) The miRNA is hsa-miR-597-3p with sequence UGGUUCUCUUGUGGCUCAAGCGU. The protein sequence of the target gene is MQRRDDPAARMSRSSGRSGSMDPSGAHPSVRQTPSRQPPLPHRSRGGGGGSRGGARASPATQPPPLLPPSATGPDATVGGPAPTPLLPPSATASVKMEPENKYLPELMAEKDSLDPSFTHAMQLLTAEIEKIQKGDSKKDDEENYLDLFSHKNMKLKERVLIPVKQYPKFNFVGKILGPQGNTIKRLQEETGAKISVLGKGSMRDKAKEEELRKGGDPKYAHLNMDLHVFIEVFGPPCEAYALMAHAMEEVKKFLVPDMMDDICQEQFLELSYLNGVPEPSRGRGVPVRGRGAAPPPPPV.... Result: 0 (no interaction). (2) The miRNA is hsa-miR-7106-5p with sequence UGGGAGGAGGGGAUCUUGGG. The protein sequence of the target gene is MAMSQESLTFKDVFVDFTLEEWQQLDSAQKNLYRDVMLENYSHLVSVGHLVGKPDVIFRLGPGDESWMADGGTPVRTCAGEDRPEVWEVDEQIDHYKESQDKFLWQAAFIGKETLKDESGQECKICRKIIYLNTDFVSVKQRLPKYYSWERCSKHHLNFLGQNRSYVRKKDDGCKAYWKVCLHYNLHKAQPAERFFDPNQRGKALHQKQALRKSQRSQTGEKLYKCTECGKVFIQKANLVVHQRTHTGEKPYECCECAKAFSQKSTLIAHQRTHTGEKPYECSECGKTFIQKSTLIKHQR.... Result: 1 (interaction). (3) The miRNA is hsa-miR-6891-3p with sequence CCCUCAUCUUCCCCUCCUUUC. The protein sequence of the target gene is MALFTPWKLSSQKLGFFLVTFGFIWGMMLLHFTIQQRTQPESSSMLREQILDLSKRYIKALAEENRNVVDGPYAGVMTAYDLKKTLAVLLDNILQRIGKLESKVDNLVVNGTGTNSTNSTTAVPSLVALEKINVADIINGAQEKCVLPPMDGYPHCEGKIKWMKDMWRSDPCYADYGVDGSTCSFFIYLSEVENWCPHLPWRAKNPYEEADHNSLAEIRTDFNILYSMMKKHEEFRWMRLRIRRMADAWIQAIKSLAEKQNLEKRKRKKVLVHLGLLTKESGFKIAETAFSGGPLGELVQ.... Result: 1 (interaction). (4) The miRNA is hsa-miR-612 with sequence GCUGGGCAGGGCUUCUGAGCUCCUU. The protein sequence of the target gene is MRLLLLVPLLLAPAPGSSAPKVRRQSDTWGPWSQWSPCSRTCGGGVSFRERPCYSQRRDGGSSCVGPARSHRSCRTESCPDGARDFRAEQCAEFDGAEFQGRRYRWLPYYSAPNKCELNCIPKGENFYYKHREAVVDGTPCEPGKRDVCVDGSCRVVGCDHELDSSKQEDKCLRCGGDGTTCYPVAGTFDANDLSRGYNQILIVPMGATSILIDEAAASRNFLAVKNVRGEYYLNGHWTIEAARALPAASTILHYERGAEGDLAPERLHARGPTSEPLVIELISQEPNPGVHYEYHLPLR.... Result: 1 (interaction). (5) The miRNA is hsa-miR-4787-5p with sequence GCGGGGGUGGCGGCGGCAUCCC. The protein sequence of the target gene is MGQLFSSPKSDENNDLPSSFTGYFKKFNTGRKIISQEILNLIELRMRKGNIQLTNSAISDALKEIDSSVLNVAVTGETGSGKSSFINTLRGIGNEEEGAAKTGVVEVTMERHPYKHPNIPNVVFWDLPGIGSTNFPPNTYLEKMKFYEYDFFIIISATRFKKNDIDIAKAISMMKKEFYFVRTKVDSDITNEADGKPQTFDKEKVLQDIRLNCVNTFRENGIAEPPIFLLSNKNVCHYDFPVLMDKLISDLPIYKRHNFMVSLPNITDSVIEKKRQFLKQRIWLEGFAADLVNIIPSLTF.... Result: 0 (no interaction). (6) The miRNA is hsa-miR-3149 with sequence UUUGUAUGGAUAUGUGUGUGUAU. The protein sequence of the target gene is MDPRKVNELRAFVKMCKQDPSVLHTEEMRFLREWVESMGGKVPPATQKAKSEENTKEEKPDSKKVEEDLKADEPSSEESDLEIDKEGVIEPDTDAPQEMGDENAEITEEMMDQANDKKVAAIEALNDGELQKAIDLFTDAIKLNPRLAILYAKRASVFVKLQKPNAAIRDCDRAIEINPDSAQPYKWRGKAHRLLGHWEEAAHDLALACKLDYDEDASAMLKEVQPRAQKIAEHRRKYERKREEREIKERIERVKKAREEHERAQREEEARRQSGAQYGSFPGGFPGGMPGNFPGGMPGM.... Result: 1 (interaction). (7) The miRNA is hsa-miR-3714 with sequence GAAGGCAGCAGUGCUCCCCUGU. The protein sequence of the target gene is MTATLRPYLSAVRATLQAALCLENFSSQVVERHNKPEVEVRSSKELLLQPVTISRNEKEKVLIEGSINSVRVSIAVKQADEIEKILCHKFMRFMMMRAENFFILRRKPVEGYDISFLITNFHTEQMYKHKLVDFVIHFMEEIDKEISEMKLSVNARARIVAEEFLKNF. Result: 0 (no interaction). (8) The miRNA is hsa-miR-18a-5p with sequence UAAGGUGCAUCUAGUGCAGAUAG. The protein sequence of the target gene is MDPLGAPSQFVDVDTLPSWGDSCQDELNSSDTTAEIFQEDTVRSPFLYNKDVNGKVVLWKGDVALLNCTAIVNTSNESLTDKNPVSESIFMLAGPDLKEDLQKLKGCRTGEAKLTKGFNLAARFIIHTVGPKYKSRYRTAAESSLYSCYRNVLQLAKEQSMSSVGFCVINSAKRGYPLEDATHIALRTVRRFLEIHGETIEKVVFAVSDLEEGTYQKLLPLYFPRSLKEENRSLPYLPADIGNAEGEPVVPERQIRISEKPGAPEDNQEEEDEGLGVDLSFIGSHAFARMEGDIDKQRKL.... Result: 1 (interaction).